Dataset: Full USPTO retrosynthesis dataset with 1.9M reactions from patents (1976-2016). Task: Predict the reactants needed to synthesize the given product. (1) Given the product [Cl:5][C:6]1[CH:16]=[CH:15][CH:14]=[C:8]2[C:9]([N:17]([C:18]3[CH:23]=[CH:22][CH:21]=[CH:20][CH:19]=3)[C:12](=[O:13])[C:7]=12)=[O:11], predict the reactants needed to synthesize it. The reactants are: C(O)(=O)C.[Cl:5][C:6]1[CH:16]=[CH:15][CH:14]=[C:8]2[C:9]([O:11][C:12](=[O:13])[C:7]=12)=O.[NH2:17][C:18]1[CH:23]=[CH:22][CH:21]=[CH:20][CH:19]=1. (2) Given the product [CH3:17][O:18][C:19]1[CH:24]=[CH:23][C:22]([CH:25]2[N:36]([C:38]3[CH:43]=[CH:42][C:41]([S:44]([NH2:47])(=[O:45])=[O:46])=[CH:40][CH:39]=3)[N:37]=[C:27]([C:29]3[CH:34]=[CH:33][CH:32]=[CH:31][CH:30]=3)[CH2:26]2)=[CH:21][CH:20]=1, predict the reactants needed to synthesize it. The reactants are: C1(C=CC(C2C=CC=CC=2)=O)C=CC=CC=1.[CH3:17][O:18][C:19]1[CH:24]=[CH:23][C:22]([CH:25]=[CH:26][C:27]([C:29]2[CH:34]=[CH:33][CH:32]=[CH:31][CH:30]=2)=O)=[CH:21][CH:20]=1.Cl.[NH:36]([C:38]1[CH:43]=[CH:42][C:41]([S:44]([NH2:47])(=[O:46])=[O:45])=[CH:40][CH:39]=1)[NH2:37].CC(O)=O. (3) The reactants are: C([O:3][C:4](=[O:32])[CH2:5][O:6][C:7]1[CH:12]=[CH:11][CH:10]=[C:9]([NH:13][C:14]([C:16]2[C:25]3[C:20](=[CH:21][CH:22]=[CH:23][CH:24]=3)[CH:19]=[C:18]([C:26]3[CH:31]=[CH:30][CH:29]=[CH:28][CH:27]=3)[CH:17]=2)=[O:15])[CH:8]=1)C.O[Li].O. Given the product [C:26]1([C:18]2[CH:17]=[C:16]([C:14]([NH:13][C:9]3[CH:8]=[C:7]([CH:12]=[CH:11][CH:10]=3)[O:6][CH2:5][C:4]([OH:32])=[O:3])=[O:15])[C:25]3[C:20]([CH:19]=2)=[CH:21][CH:22]=[CH:23][CH:24]=3)[CH:27]=[CH:28][CH:29]=[CH:30][CH:31]=1, predict the reactants needed to synthesize it. (4) Given the product [CH3:8][N:7]1[C:2]2[N:1]=[CH:21][N:11]([CH:12]([C@H:14]3[CH2:15][CH2:16][C@H:17]([CH3:20])[CH2:18][CH2:19]3)[CH3:13])[C:3]=2[C:4](=[O:10])[NH:5][C:6]1=[O:9], predict the reactants needed to synthesize it. The reactants are: [NH2:1][C:2]1[N:7]([CH3:8])[C:6](=[O:9])[NH:5][C:4](=[O:10])[C:3]=1[NH:11][CH:12]([C@H:14]1[CH2:19][CH2:18][C@H:17]([CH3:20])[CH2:16][CH2:15]1)[CH3:13].[CH:21](OCC)(OCC)OCC. (5) Given the product [CH3:1][C@@H:2]1[O:7][C@@H:6]([O:8][C@@H:9]2[C:14]3=[C:15]([OH:32])[C:16]4[C:28](=[O:29])[C:27]5[C:22](=[CH:23][CH:24]=[CH:25][C:26]=5[O:30][CH3:31])[C:20](=[O:21])[C:17]=4[C:18]([OH:19])=[C:13]3[CH2:12][C@@:11]([OH:37])([C:33]([CH2:35][OH:36])=[O:34])[CH2:10]2)[CH2:5][C@H:4]([NH2:38])[C@@H:3]1[OH:39], predict the reactants needed to synthesize it. The reactants are: [CH3:1][C@@H:2]1[O:7][C@@H:6]([O:8][C@@H:9]2[C:14]3=[C:15]([OH:32])[C:16]4[C:28](=[O:29])[C:27]5[C:22](=[CH:23][CH:24]=[CH:25][C:26]=5[O:30][CH3:31])[C:20](=[O:21])[C:17]=4[C:18]([OH:19])=[C:13]3[CH2:12][C@@:11]([OH:37])([C:33]([CH2:35][OH:36])=[O:34])[CH2:10]2)[CH2:5][C@H:4]([NH2:38])[C@@H:3]1[OH:39].Cl.C(N(C(C)C)CC)(C)C.CO.C(Cl)Cl. (6) Given the product [CH2:9]([O:8][C:4]1[CH:3]=[C:2]([C:22]2[CH:23]=[CH:24][C:25]([CH2:26][NH:27][C:28](=[O:30])[O:29][C:25]([CH3:31])([CH3:26])[CH3:24])=[CH:31][CH:32]=2)[CH:7]=[CH:6][CH:5]=1)[CH2:10][CH2:11][CH2:12][CH3:13], predict the reactants needed to synthesize it. The reactants are: Br[C:2]1[CH:7]=[CH:6][CH:5]=[C:4]([O:8][CH2:9][CH2:10][CH2:11][CH2:12][CH3:13])[CH:3]=1.CC1(C)C(C)(C)OB([C:22]2[CH:32]=[CH:31][C:25]([CH2:26][NH:27][C:28](=[O:30])[O-:29])=[CH:24][CH:23]=2)O1.C(=O)([O-])[O-].[Na+].[Na+].O.